This data is from Reaction yield outcomes from USPTO patents with 853,638 reactions. The task is: Predict the reaction yield, written as a fraction of the theoretical maximum amount of product (1.0 means a 100% yield; for example, 0.34 means a 34% yield). The reactants are [Cl:1][C:2]1[CH:3]=[C:4]([NH:10][C:11]2[N:16]=[C:15](Cl)[N:14]=[C:13]([Cl:18])[N:12]=2)[CH:5]=[CH:6][C:7]=1[O:8][CH3:9].[CH:19]1([NH2:26])[CH2:25][CH2:24][CH2:23][CH2:22][CH2:21][CH2:20]1.O.[OH-].[Na+]. The catalyst is CC(C)=O.C(OCC)(=O)C. The product is [Cl:18][C:13]1[N:12]=[C:11]([NH:10][C:4]2[CH:5]=[CH:6][C:7]([O:8][CH3:9])=[C:2]([Cl:1])[CH:3]=2)[N:16]=[C:15]([NH:26][CH:19]2[CH2:25][CH2:24][CH2:23][CH2:22][CH2:21][CH2:20]2)[N:14]=1. The yield is 0.705.